From a dataset of Forward reaction prediction with 1.9M reactions from USPTO patents (1976-2016). Predict the product of the given reaction. (1) Given the reactants Br[C:2]1[CH:11]=[CH:10][C:9]2[C:4](=[CH:5][CH:6]=[CH:7][CH:8]=2)[CH:3]=1.[OH:12][C:13]1[CH:14]=[C:15](OB(O)O)[CH:16]=[CH:17][CH:18]=1, predict the reaction product. The product is: [CH:3]1[C:4]2[C:9](=[CH:8][CH:7]=[CH:6][CH:5]=2)[CH:10]=[CH:11][C:2]=1[C:17]1[CH:18]=[C:13]([OH:12])[CH:14]=[CH:15][CH:16]=1. (2) Given the reactants [H-].[Na+].[F:3][C:4]1[CH:9]=[CH:8][C:7]([N:10]2[C:14]3[CH:15]=[C:16]4[C@:21]([CH2:23][OH:24])([CH2:22][C:13]=3[CH:12]=[N:11]2)[CH2:20][N:19]([S:25]([C:28]2[CH:29]=[N:30][C:31]([N:34]3[CH2:39][CH2:38][O:37][CH2:36][CH2:35]3)=[CH:32][CH:33]=2)(=[O:27])=[O:26])[CH2:18][CH2:17]4)=[CH:6][CH:5]=1.O1CC[CH2:42][CH2:41]1, predict the reaction product. The product is: [CH2:41]([O:24][CH2:23][C@@:21]12[CH2:20][N:19]([S:25]([C:28]3[CH:29]=[N:30][C:31]([N:34]4[CH2:39][CH2:38][O:37][CH2:36][CH2:35]4)=[CH:32][CH:33]=3)(=[O:26])=[O:27])[CH2:18][CH2:17][C:16]1=[CH:15][C:14]1[N:10]([C:7]3[CH:8]=[CH:9][C:4]([F:3])=[CH:5][CH:6]=3)[N:11]=[CH:12][C:13]=1[CH2:22]2)[CH3:42]. (3) Given the reactants [NH3:1].C[O:3][C:4]([C@@H:6]1[O:10][C:9](=[O:11])[N:8]([C:12]2[CH:13]=[C:14]3[C:18](=[CH:19][CH:20]=2)[N:17]([CH:21]([CH2:23][CH3:24])[CH3:22])[C:16](=[O:25])[CH2:15]3)[CH2:7]1)=O, predict the reaction product. The product is: [CH:21]([N:17]1[C:18]2[C:14](=[CH:13][C:12]([N:8]3[CH2:7][C@H:6]([C:4]([NH2:1])=[O:3])[O:10][C:9]3=[O:11])=[CH:20][CH:19]=2)[CH2:15][C:16]1=[O:25])([CH2:23][CH3:24])[CH3:22]. (4) Given the reactants [NH2:1][C:2]1[CH:7]=[C:6]([CH3:8])[CH:5]=[CH:4][C:3]=1[OH:9].[Cl-].[CH3:11]N(C=NC=[N+](C)C)C, predict the reaction product. The product is: [CH3:8][C:6]1[CH:5]=[CH:4][C:3]2[O:9][CH:11]=[N:1][C:2]=2[CH:7]=1.